This data is from Full USPTO retrosynthesis dataset with 1.9M reactions from patents (1976-2016). The task is: Predict the reactants needed to synthesize the given product. (1) The reactants are: [NH:1]1[C:5]2=[N:6][CH:7]=[C:8]([O:10][C:11]3[CH:37]=[C:36]([N:38]4[CH2:43][CH2:42][N:41]([CH2:44][C:45]5[CH2:50][CH2:49][C:48]([CH3:52])([CH3:51])[CH2:47][C:46]=5[C:53]5[CH:58]=[CH:57][C:56]([Cl:59])=[CH:55][CH:54]=5)[CH2:40][CH2:39]4)[CH:35]=[CH:34][C:12]=3[C:13]([NH:15][S:16]([C:19]3[CH:24]=[CH:23][C:22]([NH:25][CH2:26][CH:27]4[CH2:30][NH:29][CH2:28]4)=[C:21]([N+:31]([O-:33])=[O:32])[CH:20]=3)(=[O:18])=[O:17])=[O:14])[CH:9]=[C:4]2[CH:3]=[CH:2]1.C(O[BH-](OC(=O)C)OC(=O)C)(=O)C.[Na+].[F:74][CH2:75][C:76](=O)[CH2:77][F:78]. Given the product [Cl:59][C:56]1[CH:55]=[CH:54][C:53]([C:46]2[CH2:47][C:48]([CH3:52])([CH3:51])[CH2:49][CH2:50][C:45]=2[CH2:44][N:41]2[CH2:42][CH2:43][N:38]([C:36]3[CH:35]=[CH:34][C:12]([C:13]([NH:15][S:16]([C:19]4[CH:24]=[CH:23][C:22]([NH:25][CH2:26][CH:27]5[CH2:30][N:29]([CH:76]([CH2:77][F:78])[CH2:75][F:74])[CH2:28]5)=[C:21]([N+:31]([O-:33])=[O:32])[CH:20]=4)(=[O:18])=[O:17])=[O:14])=[C:11]([O:10][C:8]4[CH:9]=[C:4]5[CH:3]=[CH:2][NH:1][C:5]5=[N:6][CH:7]=4)[CH:37]=3)[CH2:39][CH2:40]2)=[CH:58][CH:57]=1, predict the reactants needed to synthesize it. (2) Given the product [Cl:20][C:17]1[CH:18]=[CH:19][C:14]([CH:7]([NH:6][C:4]([CH2:3][NH:2][C:25](=[O:26])[C:24]2[CH:28]=[CH:29][C:30]([O:31][CH3:32])=[C:22]([F:21])[CH:23]=2)=[O:5])[C:8]2[CH:13]=[CH:12][CH:11]=[CH:10][CH:9]=2)=[CH:15][CH:16]=1, predict the reactants needed to synthesize it. The reactants are: Cl.[NH2:2][CH2:3][C:4]([NH:6][CH:7]([C:14]1[CH:19]=[CH:18][C:17]([Cl:20])=[CH:16][CH:15]=1)[C:8]1[CH:13]=[CH:12][CH:11]=[CH:10][CH:9]=1)=[O:5].[F:21][C:22]1[CH:23]=[C:24]([CH:28]=[CH:29][C:30]=1[O:31][CH3:32])[C:25](O)=[O:26]. (3) Given the product [I:1][C:2]1[CH:6]=[C:5]([CH:7]2[CH2:12][CH2:11][NH:10][CH2:9][CH2:8]2)[N:4]([CH:20]([CH3:22])[CH3:21])[N:3]=1, predict the reactants needed to synthesize it. The reactants are: [I:1][C:2]1[CH:6]=[C:5]([CH:7]2[CH2:12][CH2:11][N:10](C(OC(C)(C)C)=O)[CH2:9][CH2:8]2)[N:4]([CH:20]([CH3:22])[CH3:21])[N:3]=1.FC(F)(F)C(O)=O. (4) Given the product [Br:1][C:2]1[CH:3]=[N:4][N:5]2[C:10]([NH:20][CH2:19][CH:16]3[CH2:17][CH2:18][O:13][CH2:14][CH2:15]3)=[CH:9][C:8]([Cl:12])=[N:7][C:6]=12, predict the reactants needed to synthesize it. The reactants are: [Br:1][C:2]1[CH:3]=[N:4][N:5]2[C:10](Cl)=[CH:9][C:8]([Cl:12])=[N:7][C:6]=12.[O:13]1[CH2:18][CH2:17][CH:16]([CH2:19][NH2:20])[CH2:15][CH2:14]1.CCN(C(C)C)C(C)C. (5) Given the product [F:55][C:49]1[CH:50]=[C:51]([F:54])[CH:52]=[CH:53][C:48]=1[C:40]([OH:47])([CH2:41][N:42]1[CH:46]=[N:45][CH:44]=[N:43]1)[CH2:39][N:36]1[CH:32]=[C:31]([CH2:30][O:29][C:26]2[CH:25]=[CH:24][C:23](/[CH:22]=[CH:21]\[C:20]([C:17]3[CH:18]=[CH:19][C:14]([N:11]4[CH2:12][CH2:13][N:8]([CH2:7][C:6]5[CH:5]=[CH:4][C:3]([O:2][CH3:1])=[CH:35][CH:34]=5)[CH2:9][CH2:10]4)=[CH:15][CH:16]=3)=[O:33])=[CH:28][CH:27]=2)[N:38]=[N:37]1, predict the reactants needed to synthesize it. The reactants are: [CH3:1][O:2][C:3]1[CH:35]=[CH:34][C:6]([CH2:7][N:8]2[CH2:13][CH2:12][N:11]([C:14]3[CH:19]=[CH:18][C:17]([C:20](=[O:33])/[CH:21]=[CH:22]/[C:23]4[CH:28]=[CH:27][C:26]([O:29][CH2:30][C:31]#[CH:32])=[CH:25][CH:24]=4)=[CH:16][CH:15]=3)[CH2:10][CH2:9]2)=[CH:5][CH:4]=1.[N:36]([CH2:39][C:40]([C:48]1[CH:53]=[CH:52][C:51]([F:54])=[CH:50][C:49]=1[F:55])([OH:47])[CH2:41][N:42]1[CH:46]=[N:45][CH:44]=[N:43]1)=[N+:37]=[N-:38].O=C1O[C@H]([C@H](CO)O)C([O-])=C1O.[Na+]. (6) Given the product [Cl:1][C:2]1[CH:7]=[CH:6][C:5]([NH:8][C:9](=[O:16])[CH2:10][O:11][CH2:12][C:13]([N:38]([CH:39]2[CH2:44][CH2:43][CH2:42][CH2:41][CH2:40]2)[C:32]2[CH:37]=[CH:36][CH:35]=[CH:34][CH:33]=2)=[O:15])=[C:4]([CH:3]=1)[C:17]([OH:19])=[O:18], predict the reactants needed to synthesize it. The reactants are: [Cl:1][C:2]1[CH:7]=[CH:6][C:5]([NH:8][C:9](=[O:16])[CH2:10][O:11][CH2:12][C:13]([OH:15])=O)=[C:4]([C:17]([O:19]C)=[O:18])[CH:3]=1.CN(C=O)C.C(Cl)(=O)C(Cl)=O.[CH:32]1([NH:38][C:39]2[CH:44]=[CH:43][CH:42]=[CH:41][CH:40]=2)[CH2:37][CH2:36][CH2:35][CH2:34][CH2:33]1.C(=O)(O)[O-].[Na+]. (7) Given the product [N:18]1([CH2:17][C:15]2[CH:16]=[C:11]([C:1]3[CH:6]=[CH:5][CH:4]=[CH:3][CH:2]=3)[C:12]([C:1]3[CH:6]=[CH:5][CH:4]=[CH:3][CH:2]=3)=[N:13][CH:14]=2)[CH:22]=[CH:21][N:20]=[CH:19]1, predict the reactants needed to synthesize it. The reactants are: [C:1]1(B(O)O)[CH:6]=[CH:5][CH:4]=[CH:3][CH:2]=1.Br[C:11]1[C:12](Cl)=[N:13][CH:14]=[C:15]([CH2:17][N:18]2[CH:22]=[CH:21][N:20]=[CH:19]2)[CH:16]=1.